From a dataset of NCI-60 drug combinations with 297,098 pairs across 59 cell lines. Regression. Given two drug SMILES strings and cell line genomic features, predict the synergy score measuring deviation from expected non-interaction effect. (1) Drug 2: CCCCCOC(=O)NC1=NC(=O)N(C=C1F)C2C(C(C(O2)C)O)O. Drug 1: CS(=O)(=O)C1=CC(=C(C=C1)C(=O)NC2=CC(=C(C=C2)Cl)C3=CC=CC=N3)Cl. Cell line: 786-0. Synergy scores: CSS=16.5, Synergy_ZIP=-2.26, Synergy_Bliss=5.04, Synergy_Loewe=1.56, Synergy_HSA=5.09. (2) Drug 1: CC12CCC3C(C1CCC2=O)CC(=C)C4=CC(=O)C=CC34C. Drug 2: CS(=O)(=O)OCCCCOS(=O)(=O)C. Cell line: HS 578T. Synergy scores: CSS=51.1, Synergy_ZIP=3.53, Synergy_Bliss=5.87, Synergy_Loewe=-4.35, Synergy_HSA=3.23. (3) Drug 2: C1=NC2=C(N1)C(=S)N=CN2. Drug 1: C1=NC2=C(N=C(N=C2N1C3C(C(C(O3)CO)O)O)F)N. Cell line: SNB-75. Synergy scores: CSS=16.8, Synergy_ZIP=-0.310, Synergy_Bliss=3.72, Synergy_Loewe=-20.8, Synergy_HSA=1.39. (4) Drug 1: CCC(=C(C1=CC=CC=C1)C2=CC=C(C=C2)OCCN(C)C)C3=CC=CC=C3.C(C(=O)O)C(CC(=O)O)(C(=O)O)O. Drug 2: CNC(=O)C1=NC=CC(=C1)OC2=CC=C(C=C2)NC(=O)NC3=CC(=C(C=C3)Cl)C(F)(F)F. Cell line: HOP-62. Synergy scores: CSS=-5.26, Synergy_ZIP=2.77, Synergy_Bliss=-0.365, Synergy_Loewe=-3.83, Synergy_HSA=-4.57. (5) Drug 1: CC1=CC=C(C=C1)C2=CC(=NN2C3=CC=C(C=C3)S(=O)(=O)N)C(F)(F)F. Drug 2: CC(C)NC(=O)C1=CC=C(C=C1)CNNC.Cl. Cell line: SF-539. Synergy scores: CSS=-0.274, Synergy_ZIP=-2.27, Synergy_Bliss=-3.34, Synergy_Loewe=-6.62, Synergy_HSA=-5.28. (6) Drug 1: C1=CC=C(C=C1)NC(=O)CCCCCCC(=O)NO. Drug 2: COC1=C2C(=CC3=C1OC=C3)C=CC(=O)O2. Cell line: SF-295. Synergy scores: CSS=4.46, Synergy_ZIP=-0.190, Synergy_Bliss=4.59, Synergy_Loewe=-3.31, Synergy_HSA=0.489. (7) Drug 1: C1=NC2=C(N=C(N=C2N1C3C(C(C(O3)CO)O)F)Cl)N. Drug 2: N.N.Cl[Pt+2]Cl. Cell line: SNB-19. Synergy scores: CSS=35.8, Synergy_ZIP=-0.114, Synergy_Bliss=0.238, Synergy_Loewe=-13.6, Synergy_HSA=1.35. (8) Drug 1: CC(CN1CC(=O)NC(=O)C1)N2CC(=O)NC(=O)C2. Drug 2: C1CN1P(=S)(N2CC2)N3CC3. Cell line: LOX IMVI. Synergy scores: CSS=35.7, Synergy_ZIP=-13.6, Synergy_Bliss=-9.24, Synergy_Loewe=-6.61, Synergy_HSA=-4.20.